Dataset: Forward reaction prediction with 1.9M reactions from USPTO patents (1976-2016). Task: Predict the product of the given reaction. (1) Given the reactants Br[C:2]1[CH:3]=[C:4]([NH:8][C:9](=[O:19])[C:10]2[CH:15]=[CH:14][C:13]([CH3:16])=[C:12]([O:17][CH3:18])[CH:11]=2)[CH:5]=[N:6][CH:7]=1.[OH:20][C:21]1[CH:22]=[C:23](B(O)O)[CH:24]=[CH:25][CH:26]=1.C([O-])(O)=O.[Na+].C1(P(C2C=CC=CC=2)C2C=CC=CC=2)C=CC=CC=1, predict the reaction product. The product is: [OH:20][C:21]1[CH:26]=[C:25]([C:2]2[CH:3]=[C:4]([NH:8][C:9](=[O:19])[C:10]3[CH:15]=[CH:14][C:13]([CH3:16])=[C:12]([O:17][CH3:18])[CH:11]=3)[CH:5]=[N:6][CH:7]=2)[CH:24]=[CH:23][CH:22]=1. (2) Given the reactants [Cl:1][C:2]1[CH:3]=[C:4]([C:25]([O:27][CH3:28])=[O:26])[C:5]([C:17]2[CH:22]=[C:21]([F:23])[CH:20]=[C:19]([F:24])[CH:18]=2)=[C:6]([N+:14]([O-])=O)[C:7]=1[C:8]#[C:9][Si:10]([CH3:13])([CH3:12])[CH3:11].C(O)(=O)C, predict the reaction product. The product is: [NH2:14][C:6]1[C:7]([C:8]#[C:9][Si:10]([CH3:12])([CH3:11])[CH3:13])=[C:2]([Cl:1])[CH:3]=[C:4]([C:25]([O:27][CH3:28])=[O:26])[C:5]=1[C:17]1[CH:18]=[C:19]([F:24])[CH:20]=[C:21]([F:23])[CH:22]=1. (3) Given the reactants [Cl:1][C:2]1[CH:14]=[CH:13][C:5]2[C:6](=[O:12])[O:7][C:8]([CH3:11])(C)[O:9][C:4]=2[CH:3]=1.[C:17]([O:19][CH3:20])(=[O:18])C[C:17]([O:19][CH3:20])=[O:18].[H-].[Na+].Cl, predict the reaction product. The product is: [CH3:20][O:19][C:17]([C:11]1[C:8](=[O:7])[O:9][C:4]2[C:5]([C:6]=1[OH:12])=[CH:13][CH:14]=[C:2]([Cl:1])[CH:3]=2)=[O:18]. (4) The product is: [OH:16][CH2:15][C:3]1([CH2:2][O:1][C:31](=[S:32])[NH:30][C:24]2[CH:29]=[CH:28][CH:27]=[CH:26][CH:25]=2)[CH2:9][CH2:8][S:7][C:6]2[CH:10]=[CH:11][CH:12]=[CH:13][C:5]=2[C:4]1=[O:14]. Given the reactants [OH:1][CH2:2][C:3]1([CH2:15][OH:16])[CH2:9][CH2:8][S:7][C:6]2[CH:10]=[CH:11][CH:12]=[CH:13][C:5]=2[C:4]1=[O:14].C(N(CC)CC)C.[C:24]1([N:30]=[C:31]=[S:32])[CH:29]=[CH:28][CH:27]=[CH:26][CH:25]=1, predict the reaction product.